Task: Regression/Classification. Given a drug SMILES string, predict its absorption, distribution, metabolism, or excretion properties. Task type varies by dataset: regression for continuous measurements (e.g., permeability, clearance, half-life) or binary classification for categorical outcomes (e.g., BBB penetration, CYP inhibition). Dataset: cyp2c19_veith.. Dataset: CYP2C19 inhibition data for predicting drug metabolism from PubChem BioAssay (1) The compound is C=CCN=C1CC(C)(C)CC(=O)/C1=C(/O)CCC(=O)OC. The result is 1 (inhibitor). (2) The drug is CC(C)OC(=O)C[C@H](NC(=O)OC(C)(C)C)c1ccccc1. The result is 0 (non-inhibitor). (3) The result is 1 (inhibitor). The molecule is O=c1[nH]c(CSc2nnc(-c3ccccc3)n2C2CCCCC2)nc2ccccc12. (4) The compound is Cc1cccc(CSc2cccc3cccnc23)c1. The result is 1 (inhibitor). (5) The molecule is CCCc1nnc(NC(=O)CCC(=O)N2CCN(c3ccccn3)CC2)s1. The result is 0 (non-inhibitor). (6) The compound is NCCCC[C@H](N[C@@H](CCc1ccccc1)C(=O)O)C(=O)N1CCC[C@H]1C(=O)O.O.O. The result is 0 (non-inhibitor). (7) The drug is COc1ccc(-n2nnnc2SCC(=O)Nc2ccccc2)cc1. The result is 1 (inhibitor).